Dataset: Catalyst prediction with 721,799 reactions and 888 catalyst types from USPTO. Task: Predict which catalyst facilitates the given reaction. (1) Reactant: CN(C=O)C.C(OC([N:13]1[CH2:22][CH2:21][C:20]2[C:15](=[CH:16][CH:17]=[C:18]([C:23](O)=O)[CH:19]=2)[CH2:14]1)=O)(C)(C)C.C(Cl)(=O)C(Cl)=O.[NH2:32][C:33]1[C:34](=[S:48])[NH:35][C:36]([C:39]2([C:42]3[CH:47]=[CH:46][CH:45]=[CH:44][CH:43]=3)[CH2:41][CH2:40]2)=[CH:37][CH:38]=1.C12(CS(O)(=O)=O)C(C)(C)C(CC1)CC2=O. Product: [C:42]1([C:39]2([C:36]3[N:35]=[C:34]4[S:48][C:23]([C:18]5[CH:19]=[C:20]6[C:15](=[CH:16][CH:17]=5)[CH2:14][NH:13][CH2:22][CH2:21]6)=[N:32][C:33]4=[CH:38][CH:37]=3)[CH2:40][CH2:41]2)[CH:43]=[CH:44][CH:45]=[CH:46][CH:47]=1. The catalyst class is: 390. (2) Reactant: [CH3:1][S:2]([C:4]1[CH:9]=[CH:8][CH:7]=[CH:6][C:5]=1[NH:10][C:11](=O)[CH3:12])=[O:3].OS(O)(=O)=O.[N-:19]=[N+]=[N-].[Na+]. Product: [CH3:1][S:2]1(=[O:3])[C:4]2[CH:9]=[CH:8][CH:7]=[CH:6][C:5]=2[N:10]=[C:11]([CH3:12])[N:19]=1. The catalyst class is: 22. (3) Reactant: [F:1][C:2]1[CH:7]=[CH:6][CH:5]=[C:4]([F:8])[C:3]=1B(O)O.COCCOC.[Cl:18][C:19]1[CH:24]=[C:23](Cl)[N:22]=[CH:21][N:20]=1. Product: [Cl:18][C:19]1[CH:24]=[C:23]([C:3]2[C:2]([F:1])=[CH:7][CH:6]=[CH:5][C:4]=2[F:8])[N:22]=[CH:21][N:20]=1. The catalyst class is: 6. (4) Reactant: [CH2:1]([O:3][C:4](=[O:13])[CH2:5][C:6]1[CH:11]=[CH:10][CH:9]=[C:8](Br)[CH:7]=1)[CH3:2].[CH3:14][N:15](C=O)C. Product: [CH2:1]([O:3][C:4](=[O:13])[CH2:5][C:6]1[CH:11]=[CH:10][CH:9]=[C:8]([C:14]#[N:15])[CH:7]=1)[CH3:2]. The catalyst class is: 267. (5) Reactant: [H-].[Na+].[OH:3][CH2:4][CH2:5][O:6][C:7]1[N:12]=[CH:11][N:10]=[C:9]([NH:13][S:14]([CH:17]=[CH:18][C:19]2[CH:24]=[CH:23][CH:22]=[CH:21][CH:20]=2)(=[O:16])=[O:15])[C:8]=1[C:25]1[CH:30]=[CH:29][C:28]([CH3:31])=[CH:27][CH:26]=1.Cl[C:33]1[CH:38]=[N:37][CH:36]=[CH:35][N:34]=1. Product: [N:34]1[CH:35]=[CH:36][N:37]=[CH:38][C:33]=1[O:3][CH2:4][CH2:5][O:6][C:7]1[N:12]=[CH:11][N:10]=[C:9]([NH:13][S:14]([CH:17]=[CH:18][C:19]2[CH:24]=[CH:23][CH:22]=[CH:21][CH:20]=2)(=[O:15])=[O:16])[C:8]=1[C:25]1[CH:30]=[CH:29][C:28]([CH3:31])=[CH:27][CH:26]=1. The catalyst class is: 1. (6) Reactant: [OH-].[Na+].[Cl:3][C:4]1[N:8]([C:9]2[N:14]=[CH:13][CH:12]=[CH:11][N:10]=2)[N:7]=[CH:6][C:5]=1[C:15]([O:17]CC)=[O:16].O. Product: [Cl:3][C:4]1[N:8]([C:9]2[N:14]=[CH:13][CH:12]=[CH:11][N:10]=2)[N:7]=[CH:6][C:5]=1[C:15]([OH:17])=[O:16]. The catalyst class is: 14. (7) Product: [CH3:20][C:15]1[CH:16]=[CH:17][CH:18]=[CH:19][C:14]=1[N:9]1[CH:10]=[CH:11][C:12](=[O:13])[C:7]([C:5]2[N:28]([C:22]3[CH:27]=[CH:26][CH:25]=[CH:24][CH:23]=3)[N:2]=[CH:3][CH:4]=2)=[N:8]1. Reactant: C[N:2](C)[CH:3]=[CH:4][C:5]([C:7]1[C:12](=[O:13])[CH:11]=[CH:10][N:9]([C:14]2[CH:19]=[CH:18][CH:17]=[CH:16][C:15]=2[CH3:20])[N:8]=1)=O.[C:22]1([NH:28]N)[CH:27]=[CH:26][CH:25]=[CH:24][CH:23]=1. The catalyst class is: 5. (8) Reactant: [CH3:1][O:2][C:3]1[CH:8]=[CH:7][C:6]([C:9]2[CH:18]=[C:17]([C:19]([OH:21])=O)[C:16]3[C:11](=[CH:12][CH:13]=[CH:14][CH:15]=3)[N:10]=2)=[CH:5][CH:4]=1.[F:22][C:23]1[N:28]=[C:27]([NH2:29])[CH:26]=[CH:25][CH:24]=1.C(N(CC)CC)C.CCCP1(OP(CCC)(=O)OP(CCC)(=O)O1)=O. Product: [F:22][C:23]1[N:28]=[C:27]([NH:29][C:19]([C:17]2[C:16]3[C:11](=[CH:12][CH:13]=[CH:14][CH:15]=3)[N:10]=[C:9]([C:6]3[CH:5]=[CH:4][C:3]([O:2][CH3:1])=[CH:8][CH:7]=3)[CH:18]=2)=[O:21])[CH:26]=[CH:25][CH:24]=1. The catalyst class is: 4.